From a dataset of Reaction yield outcomes from USPTO patents with 853,638 reactions. Predict the reaction yield, written as a fraction of the theoretical maximum amount of product (1.0 means a 100% yield; for example, 0.34 means a 34% yield). (1) The reactants are [C:1]([C:4]1[CH:5]=[CH:6][C:7]2[C:8]3[C:16]([C:17]4[C:18]([CH3:36])=[C:19]([NH:23][CH2:24][C:25]5[CH:33]=[CH:32][C:31]([O:34][CH3:35])=[CH:30][C:26]=5[C:27](O)=[O:28])[CH:20]=[CH:21][CH:22]=4)=[N:15][N:14]=[C:13]([C:37](=[O:39])[NH2:38])[C:9]=3[NH:10][C:11]=2[CH:12]=1)(=[O:3])[CH3:2].F[P-](F)(F)(F)(F)F.N1(O[P+](N(C)C)(N(C)C)N(C)C)C2C=CC=CC=2N=N1.CN1CCOCC1. The catalyst is CN(C=O)C.C(OCC)(=O)C. The product is [C:1]([C:4]1[CH:5]=[CH:6][C:7]2[C:8]3[C:16]([C:17]4[CH:22]=[CH:21][CH:20]=[C:19]([N:23]5[CH2:24][C:25]6[C:26](=[CH:30][C:31]([O:34][CH3:35])=[CH:32][CH:33]=6)[C:27]5=[O:28])[C:18]=4[CH3:36])=[N:15][N:14]=[C:13]([C:37]([NH2:38])=[O:39])[C:9]=3[NH:10][C:11]=2[CH:12]=1)(=[O:3])[CH3:2]. The yield is 0.110. (2) The reactants are [F:1][C:2]([F:15])([F:14])[C:3](=O)[CH2:4][C:5]([C:7]1[CH:12]=[CH:11][CH:10]=[CH:9][CH:8]=1)=O.Cl.[N+:17]([C:20]1[CH:25]=[CH:24][C:23]([NH:26][NH2:27])=[CH:22][CH:21]=1)([O-:19])=[O:18]. No catalyst specified. The product is [N+:17]([C:20]1[CH:21]=[CH:22][C:23]([N:26]2[C:5]([C:7]3[CH:12]=[CH:11][CH:10]=[CH:9][CH:8]=3)=[CH:4][C:3]([C:2]([F:15])([F:14])[F:1])=[N:27]2)=[CH:24][CH:25]=1)([O-:19])=[O:18]. The yield is 0.952. (3) The reactants are [C:1](=[S:3])=S.[NH2:4][C:5]1[CH:6]=[C:7]([C:14]([OH:16])=[O:15])[CH:8]=[C:9]([CH:13]=1)[C:10]([OH:12])=[O:11].C(N(CC)CC)C.II.Cl.S([O-])([O-])=O.[Na+].[Na+]. The catalyst is C(OCC)(=O)C.O1CCCC1.O. The product is [N:4]([C:5]1[CH:6]=[C:7]([C:14]([OH:16])=[O:15])[CH:8]=[C:9]([CH:13]=1)[C:10]([OH:12])=[O:11])=[C:1]=[S:3]. The yield is 1.00. (4) The reactants are C([O-])([O-])=O.[K+].[K+].[CH3:7][O:8][C:9](=[O:17])[C:10]1[CH:15]=[CH:14][C:13]([OH:16])=[CH:12][CH:11]=1.Br[CH2:19][CH2:20][CH2:21][CH2:22][CH2:23][CH2:24][CH2:25][CH2:26][CH2:27][CH2:28][CH2:29][CH3:30].C(Cl)Cl. The catalyst is CN(C=O)C. The product is [CH2:30]([O:16][C:13]1[CH:14]=[CH:15][C:10]([C:9]([O:8][CH3:7])=[O:17])=[CH:11][CH:12]=1)[CH2:29][CH2:28][CH2:27][CH2:26][CH2:25][CH2:24][CH2:23][CH2:22][CH2:21][CH2:20][CH3:19]. The yield is 0.950. (5) The reactants are [CH3:1][C:2]1[CH:13]=[CH:12][C:5]2[NH:6][C:7](=[O:11])[O:8][C:9](=[O:10])[C:4]=2[CH:3]=1.[H-].[Na+].[CH2:16](Br)[C:17]1[CH:22]=[CH:21][CH:20]=[CH:19][CH:18]=1. The catalyst is CN(C=O)C. The product is [CH2:16]([N:6]1[C:5]2[CH:12]=[CH:13][C:2]([CH3:1])=[CH:3][C:4]=2[C:9](=[O:10])[O:8][C:7]1=[O:11])[C:17]1[CH:22]=[CH:21][CH:20]=[CH:19][CH:18]=1. The yield is 0.970. (6) The reactants are [CH3:1][O:2][CH:3]([C:6]1[C:14]2[C:9](=[CH:10][C:11](I)=[CH:12][CH:13]=2)[N:8]([CH2:16][O:17][CH2:18][CH2:19][Si:20]([CH3:23])([CH3:22])[CH3:21])[N:7]=1)[O:4][CH3:5].[CH3:24][O:25][C:26]1[CH:31]=[C:30]([O:32][CH:33]([Si](C)(C)C)[O:34][CH2:35][CH3:36])[CH:29]=[CH:28][C:27]=1B(O)O.C(=O)([O-])[O-].[Na+].[Na+].CO. The catalyst is C1C=CC=CC=1.CCOCC.C1C=CC([P]([Pd]([P](C2C=CC=CC=2)(C2C=CC=CC=2)C2C=CC=CC=2)([P](C2C=CC=CC=2)(C2C=CC=CC=2)C2C=CC=CC=2)[P](C2C=CC=CC=2)(C2C=CC=CC=2)C2C=CC=CC=2)(C2C=CC=CC=2)C2C=CC=CC=2)=CC=1.O. The product is [CH3:1][O:2][CH:3]([C:6]1[C:14]2[C:9](=[CH:10][C:11]([C:27]3[CH:28]=[CH:29][C:30]([O:32][CH2:33][O:34][CH2:35][CH2:36][Si:20]([CH3:22])([CH3:21])[CH3:19])=[CH:31][C:26]=3[O:25][CH3:24])=[CH:12][CH:13]=2)[N:8]([CH2:16][O:17][CH2:18][CH2:19][Si:20]([CH3:23])([CH3:22])[CH3:21])[N:7]=1)[O:4][CH3:5]. The yield is 0.820. (7) The reactants are [CH2:1]([NH:6][C:7]1[CH:13]=[CH:12][C:11]([C:14]2[O:15][C:16]3[CH:22]=[CH:21][CH:20]=[CH:19][C:17]=3[N:18]=2)=[CH:10][C:8]=1[NH2:9])[C:2]([CH3:5])([CH3:4])[CH3:3].Cl.[C:24](=N)(OC)[CH3:25].C(=O)([O-])O.[Na+]. The catalyst is CO. The product is [O:15]1[C:16]2[CH:22]=[CH:21][CH:20]=[CH:19][C:17]=2[N:18]=[C:14]1[C:11]1[CH:12]=[CH:13][C:7]2[N:6]([CH2:1][C:2]([CH3:5])([CH3:4])[CH3:3])[C:24]([CH3:25])=[N:9][C:8]=2[CH:10]=1. The yield is 0.750.